Dataset: Reaction yield outcomes from USPTO patents with 853,638 reactions. Task: Predict the reaction yield, written as a fraction of the theoretical maximum amount of product (1.0 means a 100% yield; for example, 0.34 means a 34% yield). (1) The reactants are [NH2:1][CH2:2][CH2:3][C:4]1[CH:9]=[CH:8][C:7]([C:10]2[N:11]=[C:12]([NH2:15])[S:13][CH:14]=2)=[CH:6][CH:5]=1.O.[OH-].[Na+].[C:19](O[C:19]([O:21][C:22]([CH3:25])([CH3:24])[CH3:23])=[O:20])([O:21][C:22]([CH3:25])([CH3:24])[CH3:23])=[O:20]. The catalyst is O1CCOCC1. The product is [NH2:15][C:12]1[S:13][CH:14]=[C:10]([C:7]2[CH:6]=[CH:5][C:4]([CH2:3][CH2:2][NH:1][C:19](=[O:20])[O:21][C:22]([CH3:25])([CH3:24])[CH3:23])=[CH:9][CH:8]=2)[N:11]=1. The yield is 0.632. (2) The reactants are [OH:1][C:2]1[CH:11]=[CH:10][C:9]2[NH:8][C:7](=[O:12])[C:6]3[S:13][CH:14]=[CH:15][C:5]=3[C:4]=2[C:3]=1[C:16]1[CH:21]=[CH:20][C:19]([CH:22]([NH:24][C:25](=[O:31])[O:26][C:27]([CH3:30])([CH3:29])[CH3:28])[CH3:23])=[CH:18][CH:17]=1.[H-].[Na+].Cl[C:35]([O:37][CH:38]([CH3:40])[CH3:39])=[O:36].O. The catalyst is C1COCC1. The product is [CH:38]([O:37][C:35]([O:1][C:2]1[CH:11]=[CH:10][C:9]2[NH:8][C:7](=[O:12])[C:6]3[S:13][CH:14]=[CH:15][C:5]=3[C:4]=2[C:3]=1[C:16]1[CH:21]=[CH:20][C:19]([CH:22]([NH:24][C:25](=[O:31])[O:26][C:27]([CH3:30])([CH3:29])[CH3:28])[CH3:23])=[CH:18][CH:17]=1)=[O:36])([CH3:40])[CH3:39]. The yield is 0.500. (3) The reactants are C(OC([N:8]1[CH2:13][CH2:12][CH:11]([C:14]([OH:16])=O)[CH2:10][CH2:9]1)=O)(C)(C)C.[CH2:17]([NH:19][CH2:20][CH3:21])[CH3:18].C(N(CC)CC)C.C1C=NC2N(O)N=NC=2C=1.CCN=C=NCCCN(C)C. The catalyst is CN(C=O)C. The product is [CH2:17]([N:19]([CH2:20][CH3:21])[C:14]([CH:11]1[CH2:10][CH2:9][NH:8][CH2:13][CH2:12]1)=[O:16])[CH3:18]. The yield is 0.860. (4) The reactants are C[O:2]/[CH:3]=[CH:4]/[CH:5]1[CH2:9][C:8]2[CH:10]=[C:11]([C:14]3[CH:21]=[CH:20][C:17]([C:18]#[N:19])=[CH:16][CH:15]=3)[CH:12]=[CH:13][C:7]=2[O:6]1.O.C1(C)C=CC(S(O)(=O)=O)=CC=1. The catalyst is CC(C)=O.C(Cl)Cl. The product is [O:2]=[CH:3][CH2:4][CH:5]1[CH2:9][C:8]2[CH:10]=[C:11]([C:14]3[CH:21]=[CH:20][C:17]([C:18]#[N:19])=[CH:16][CH:15]=3)[CH:12]=[CH:13][C:7]=2[O:6]1. The yield is 0.870. (5) The reactants are [F:1][C:2]([F:41])([F:40])[C:3]1[CH:4]=[C:5]([C:9]2[CH:10]=[CH:11][C:12]3[N:19]4[CH2:20][C@H:15]([CH2:16][CH2:17][CH2:18]4)[N:14]([C:21]([NH:23][C:24]4[CH:38]=[CH:37][C:27]([CH2:28][NH:29]C(=O)OC(C)(C)C)=[CH:26][CH:25]=4)=[O:22])[C:13]=3[N:39]=2)[CH:6]=[CH:7][CH:8]=1.O1CCOCC1.[ClH:48]. No catalyst specified. The product is [ClH:48].[NH2:29][CH2:28][C:27]1[CH:37]=[CH:38][C:24]([NH:23][C:21]([N:14]2[C@@H:15]3[CH2:20][N:19]([CH2:18][CH2:17][CH2:16]3)[C:12]3[CH:11]=[CH:10][C:9]([C:5]4[CH:6]=[CH:7][CH:8]=[C:3]([C:2]([F:41])([F:40])[F:1])[CH:4]=4)=[N:39][C:13]2=3)=[O:22])=[CH:25][CH:26]=1. The yield is 1.00. (6) The reactants are [I:1][C:2]1[CH:3]=[C:4]2[C:8](=[CH:9][CH:10]=1)[NH:7][C:6](=[O:11])[C:5]2=O.[N:13]1([C:19]2[N:20]=[N:21][N:22]([CH2:24][C:25]([NH:27][NH2:28])=[O:26])[N:23]=2)[CH2:18][CH2:17][O:16][CH2:15][CH2:14]1. The catalyst is C(O)(=O)C. The product is [I:1][C:2]1[CH:3]=[C:4]2[C:8](=[CH:9][CH:10]=1)[NH:7][C:6](=[O:11])[C:5]2=[N:28][NH:27][C:25](=[O:26])[CH2:24][N:22]1[N:21]=[N:20][C:19]([N:13]2[CH2:18][CH2:17][O:16][CH2:15][CH2:14]2)=[N:23]1. The yield is 0.760.